Dataset: Peptide-MHC class II binding affinity with 134,281 pairs from IEDB. Task: Regression. Given a peptide amino acid sequence and an MHC pseudo amino acid sequence, predict their binding affinity value. This is MHC class II binding data. (1) The binding affinity (normalized) is 0.323. The peptide sequence is FDSFVASLTEALRVI. The MHC is DRB4_0101 with pseudo-sequence DRB4_0103. (2) The peptide sequence is AAATASTTVYGAFAA. The MHC is HLA-DPA10103-DPB10401 with pseudo-sequence HLA-DPA10103-DPB10401. The binding affinity (normalized) is 0.247.